From a dataset of Forward reaction prediction with 1.9M reactions from USPTO patents (1976-2016). Predict the product of the given reaction. (1) Given the reactants [CH2:1]([O:3][C:4]1[CH:30]=[CH:29][C:7]([CH2:8][N:9]2[C:13]3[CH:14]=[C:15]([O:19][CH2:20][CH2:21][CH2:22][C:23]([O:25][CH2:26][CH3:27])=[O:24])[CH:16]=[C:17]([CH3:18])[C:12]=3[N:11]=[C:10]2[CH3:28])=[C:6]([CH:31]=[CH2:32])[CH:5]=1)[CH3:2], predict the reaction product. The product is: [CH2:1]([O:3][C:4]1[CH:30]=[CH:29][C:7]([CH2:8][N:9]2[C:13]3[CH:14]=[C:15]([O:19][CH2:20][CH2:21][CH2:22][C:23]([O:25][CH2:26][CH3:27])=[O:24])[CH:16]=[C:17]([CH3:18])[C:12]=3[N:11]=[C:10]2[CH3:28])=[C:6]([CH2:31][CH3:32])[CH:5]=1)[CH3:2]. (2) Given the reactants [CH2:1]([O:3][C:4]([CH2:6][N:7]=[C:8]=[O:9])=[O:5])[CH3:2].[NH2:10][C:11]1[CH:18]=[CH:17][C:14]([C:15]#[N:16])=[CH:13][CH:12]=1, predict the reaction product. The product is: [CH2:1]([O:3][C:4](=[O:5])[CH2:6][NH:7][C:8]([NH:10][C:11]1[CH:18]=[CH:17][C:14]([C:15]#[N:16])=[CH:13][CH:12]=1)=[O:9])[CH3:2]. (3) Given the reactants [CH3:1][C:2]1[N:3]=[N:4][C:5]([C:8]2[CH:13]=[CH:12][CH:11]=[CH:10][N:9]=2)=[CH:6][CH:7]=1.[Cl:14]N1C(=O)N(Cl)C(=O)N(Cl)C1=O, predict the reaction product. The product is: [Cl:14][CH2:1][C:2]1[N:3]=[N:4][C:5]([C:8]2[CH:13]=[CH:12][CH:11]=[CH:10][N:9]=2)=[CH:6][CH:7]=1. (4) Given the reactants [CH:1]1([C:5]2[C:26]([C:27]3[NH:31][C:30]([CH3:32])=[N:29][N:28]=3)=[CH:25][C:8]([C:9]([N:11]3[CH2:16][CH2:15][CH:14]([C:17]4[CH:24]=[CH:23][C:20]([C:21]#[N:22])=[CH:19][CH:18]=4)[CH2:13][CH2:12]3)=[O:10])=[C:7](C)[CH:6]=2)[CH2:4][CH2:3][CH2:2]1.[C:34](C1C(C2CCC2)=CC(C)=C(C=1)C(OC)=O)#N, predict the reaction product. The product is: [CH:1]1([C:5]2[CH:6]=[CH:7][C:8]([C:9]([N:11]3[CH2:12][CH2:13][CH:14]([C:17]4[CH:18]=[CH:19][C:20]([C:21]#[N:22])=[CH:23][CH:24]=4)[CH2:15][CH2:16]3)=[O:10])=[CH:25][C:26]=2[C:27]2[NH:31][C:30]([CH2:32][CH3:34])=[N:29][N:28]=2)[CH2:4][CH2:3][CH2:2]1. (5) Given the reactants C(OC([N:8]1[C@H:17]([C:18]([OH:20])=[O:19])[CH2:16][C@@H:15]2[C@@H:10]([CH2:11][CH2:12][C@H:13]([O:21][C:22]3[CH:27]=[C:26]([N:28]4[CH:32]=[CH:31][CH:30]=[N:29]4)[CH:25]=[CH:24][C:23]=3[C:33]3[N:34]=[N:35][NH:36][N:37]=3)[CH2:14]2)[CH2:9]1)=O)(C)(C)C.[ClH:38], predict the reaction product. The product is: [ClH:38].[N:28]1([C:26]2[CH:25]=[CH:24][C:23]([C:33]3[N:37]=[N:36][NH:35][N:34]=3)=[C:22]([CH:27]=2)[O:21][C@H:13]2[CH2:12][CH2:11][C@@H:10]3[C@@H:15]([CH2:16][C@@H:17]([C:18]([OH:20])=[O:19])[NH:8][CH2:9]3)[CH2:14]2)[CH:32]=[CH:31][CH:30]=[N:29]1. (6) Given the reactants O1CCCCC1[O:7][NH:8][C:9](=[O:43])/[CH:10]=[CH:11]/[C:12]1[CH:16]=[CH:15][N:14]([S:17]([C:20]2[CH:25]=[CH:24][C:23]([C:26]3[CH:31]=[CH:30][C:29]([NH:32][S:33]([C:36]4[CH:41]=[CH:40][C:39]([CH3:42])=[CH:38][CH:37]=4)(=[O:35])=[O:34])=[CH:28][CH:27]=3)=[CH:22][CH:21]=2)(=[O:19])=[O:18])[CH:13]=1, predict the reaction product. The product is: [OH:7][NH:8][C:9](=[O:43])/[CH:10]=[CH:11]/[C:12]1[CH:16]=[CH:15][N:14]([S:17]([C:20]2[CH:21]=[CH:22][C:23]([C:26]3[CH:31]=[CH:30][C:29]([NH:32][S:33]([C:36]4[CH:37]=[CH:38][C:39]([CH3:42])=[CH:40][CH:41]=4)(=[O:35])=[O:34])=[CH:28][CH:27]=3)=[CH:24][CH:25]=2)(=[O:18])=[O:19])[CH:13]=1.